From a dataset of Reaction yield outcomes from USPTO patents with 853,638 reactions. Predict the reaction yield, written as a fraction of the theoretical maximum amount of product (1.0 means a 100% yield; for example, 0.34 means a 34% yield). The reactants are [C:1]([O:5][C:6]([NH:8][C@@H:9]([CH2:13][SH:14])[C:10]([OH:12])=[O:11])=[O:7])([CH3:4])([CH3:3])[CH3:2].C([O-])(O)=O.[Na+].F[C:21]1[CH:26]=[CH:25][CH:24]=[CH:23][C:22]=1[N+:27]([O-:29])=[O:28]. The catalyst is O.C(O)C. The product is [C:1]([O:5][C:6]([NH:8][C@@H:9]([CH2:13][S:14][C:21]1[CH:26]=[CH:25][CH:24]=[CH:23][C:22]=1[N+:27]([O-:29])=[O:28])[C:10]([OH:12])=[O:11])=[O:7])([CH3:4])([CH3:3])[CH3:2]. The yield is 0.900.